Dataset: Merck oncology drug combination screen with 23,052 pairs across 39 cell lines. Task: Regression. Given two drug SMILES strings and cell line genomic features, predict the synergy score measuring deviation from expected non-interaction effect. (1) Drug 1: CC(=O)OC1C(=O)C2(C)C(O)CC3OCC3(OC(C)=O)C2C(OC(=O)c2ccccc2)C2(O)CC(OC(=O)C(O)C(NC(=O)c3ccccc3)c3ccccc3)C(C)=C1C2(C)C. Drug 2: Cc1nc(Nc2ncc(C(=O)Nc3c(C)cccc3Cl)s2)cc(N2CCN(CCO)CC2)n1. Cell line: HCT116. Synergy scores: synergy=9.40. (2) Drug 1: N#Cc1ccc(Cn2cncc2CN2CCN(c3cccc(Cl)c3)C(=O)C2)cc1. Drug 2: CCC1=CC2CN(C1)Cc1c([nH]c3ccccc13)C(C(=O)OC)(c1cc3c(cc1OC)N(C)C1C(O)(C(=O)OC)C(OC(C)=O)C4(CC)C=CCN5CCC31C54)C2. Cell line: HCT116. Synergy scores: synergy=-5.41. (3) Synergy scores: synergy=10.6. Drug 1: C=CCn1c(=O)c2cnc(Nc3ccc(N4CCN(C)CC4)cc3)nc2n1-c1cccc(C(C)(C)O)n1. Cell line: LNCAP. Drug 2: NC1CCCCC1N.O=C(O)C(=O)O.[Pt+2]. (4) Drug 1: CCC1(O)CC2CN(CCc3c([nH]c4ccccc34)C(C(=O)OC)(c3cc4c(cc3OC)N(C)C3C(O)(C(=O)OC)C(OC(C)=O)C5(CC)C=CCN6CCC43C65)C2)C1. Drug 2: Cc1nc(Nc2ncc(C(=O)Nc3c(C)cccc3Cl)s2)cc(N2CCN(CCO)CC2)n1. Cell line: SW620. Synergy scores: synergy=22.4. (5) Cell line: UWB1289. Drug 2: Cn1c(=O)n(-c2ccc(C(C)(C)C#N)cc2)c2c3cc(-c4cnc5ccccc5c4)ccc3ncc21. Synergy scores: synergy=12.7. Drug 1: NC(=O)c1cccc2cn(-c3ccc(C4CCCNC4)cc3)nc12.